Dataset: Catalyst prediction with 721,799 reactions and 888 catalyst types from USPTO. Task: Predict which catalyst facilitates the given reaction. (1) Reactant: [CH3:1][CH:2]1[NH:7][CH:6]([CH3:8])[CH2:5][N:4]([C:9]2[CH:14]=[CH:13][C:12]([N+:15]([O-])=O)=[CH:11][CH:10]=2)[CH2:3]1. Product: [CH3:8][CH:6]1[NH:7][CH:2]([CH3:1])[CH2:3][N:4]([C:9]2[CH:14]=[CH:13][C:12]([NH2:15])=[CH:11][CH:10]=2)[CH2:5]1. The catalyst class is: 50. (2) Reactant: F[C:2]1[CH:7]=[C:6]([F:8])[CH:5]=[CH:4][C:3]=1[N+:9]([O-:11])=[O:10].[Cl:12][C:13]1[CH:14]=[C:15]([CH:20]([NH2:22])[CH3:21])[CH:16]=[C:17]([Cl:19])[CH:18]=1.C(N(CC)C(C)C)(C)C. Product: [Cl:12][C:13]1[CH:14]=[C:15]([CH:20]([NH:22][C:2]2[CH:7]=[C:6]([F:8])[CH:5]=[CH:4][C:3]=2[N+:9]([O-:11])=[O:10])[CH3:21])[CH:16]=[C:17]([Cl:19])[CH:18]=1. The catalyst class is: 10. (3) Reactant: CC1(C)[O:9][C:8](=[O:10])[C:5]2([CH2:7][CH2:6]2)[C:4](=[O:11])O1.[N:13]1([C:18]2[CH:19]=[C:20]([CH:22]=[CH:23][CH:24]=2)[NH2:21])[CH:17]=[CH:16][CH:15]=[CH:14]1. Product: [N:13]1([C:18]2[CH:19]=[C:20]([N:21]3[CH2:6][CH2:7][CH:5]([C:8]([OH:9])=[O:10])[C:4]3=[O:11])[CH:22]=[CH:23][CH:24]=2)[CH:14]=[CH:15][CH:16]=[CH:17]1. The catalyst class is: 8. (4) Reactant: [Cl:1][C:2]1[CH:10]=[C:9]2[C:5]([C:6]([CH:11]=[O:12])=[N:7][NH:8]2)=[CH:4][CH:3]=1.C(N(CC)CC)C.[CH3:20][O:21][C:22]1[CH:27]=[CH:26][C:25]([S:28](Cl)(=[O:30])=[O:29])=[CH:24][C:23]=1[N:32]1[CH2:37][CH2:36][N:35]([C:38](=[O:43])[C:39]([F:42])([F:41])[F:40])[CH2:34][CH2:33]1. Product: [Cl:1][C:2]1[CH:10]=[C:9]2[C:5]([C:6]([CH:11]=[O:12])=[N:7][N:8]2[S:28]([C:25]2[CH:26]=[CH:27][C:22]([O:21][CH3:20])=[C:23]([N:32]3[CH2:37][CH2:36][N:35]([C:38](=[O:43])[C:39]([F:42])([F:40])[F:41])[CH2:34][CH2:33]3)[CH:24]=2)(=[O:30])=[O:29])=[CH:4][CH:3]=1. The catalyst class is: 4. (5) Reactant: [Br:1][C:2]1[CH:7]=[CH:6][C:5](I)=[C:4]([CH2:9]Cl)[CH:3]=1.[Cl-].[Li+].C([Mg]Cl)(C)C.[C:18]([N:25]1[CH2:28][C:27](=[O:29])[CH2:26]1)([O:20][C:21]([CH3:24])([CH3:23])[CH3:22])=[O:19]. Product: [Br:1][C:2]1[CH:3]=[C:4]2[C:5](=[CH:6][CH:7]=1)[C:27]1([CH2:26][N:25]([C:18]([O:20][C:21]([CH3:24])([CH3:23])[CH3:22])=[O:19])[CH2:28]1)[O:29][CH2:9]2. The catalyst class is: 1. (6) Reactant: [H-].[Na+].Br.Cl[C:5]1[C:6]2[CH2:17][CH2:16][CH2:15][C:7]=2[C:8]2[N:9]([C:11]([NH2:14])=[N:12][N:13]=2)[N:10]=1.[CH3:18][CH2:19][CH:20]([OH:23])[CH2:21][CH3:22]. The catalyst class is: 3. Product: [CH2:19]([CH:20]([O:23][C:5]1[C:6]2[CH2:17][CH2:16][CH2:15][C:7]=2[C:8]2[N:9]([C:11]([NH2:14])=[N:12][N:13]=2)[N:10]=1)[CH2:21][CH3:22])[CH3:18].